From a dataset of Catalyst prediction with 721,799 reactions and 888 catalyst types from USPTO. Predict which catalyst facilitates the given reaction. (1) Reactant: [Cl:1][C:2]1[CH:7]=[CH:6][C:5]([F:8])=[CH:4][C:3]=1[N:9]1[C:13]([OH:14])=[CH:12][C:11]([C:15]([O:17][CH2:18][CH3:19])=[O:16])=[N:10]1.C(N(CC)CC)C.C1C=CC(N([S:34]([C:37]([F:40])([F:39])[F:38])(=[O:36])=[O:35])[S:34]([C:37]([F:40])([F:39])[F:38])(=[O:36])=[O:35])=CC=1.O. Product: [Cl:1][C:2]1[CH:7]=[CH:6][C:5]([F:8])=[CH:4][C:3]=1[N:9]1[C:13]([O:14][S:34]([C:37]([F:40])([F:39])[F:38])(=[O:36])=[O:35])=[CH:12][C:11]([C:15]([O:17][CH2:18][CH3:19])=[O:16])=[N:10]1. The catalyst class is: 7. (2) Reactant: [CH:1]([O:4][C:5]([C:7]1[CH:8]=[C:9]2[C:13](=[CH:14][CH:15]=1)[N:12]([CH2:16][C:17]1[CH:21]=[C:20]([C:22]3[S:23][C:24]([Cl:27])=[CH:25][CH:26]=3)[O:19][N:18]=1)[C:11]([C:28]([O:30]CC)=[O:29])=[CH:10]2)=[O:6])([CH3:3])[CH3:2].[Li+].[OH-]. Product: [CH:1]([O:4][C:5]([C:7]1[CH:8]=[C:9]2[C:13](=[CH:14][CH:15]=1)[N:12]([CH2:16][C:17]1[CH:21]=[C:20]([C:22]3[S:23][C:24]([Cl:27])=[CH:25][CH:26]=3)[O:19][N:18]=1)[C:11]([C:28]([OH:30])=[O:29])=[CH:10]2)=[O:6])([CH3:3])[CH3:2]. The catalyst class is: 36. (3) Reactant: [Br:1][C:2]1[CH:7]=[CH:6][CH:5]=[CH:4][C:3]=1[OH:8].C(=O)([O-])[O-].[K+].[K+].[CH2:15](Br)[C:16]1[CH:21]=[CH:20][CH:19]=[CH:18][CH:17]=1. Product: [Br:1][C:2]1[CH:7]=[CH:6][CH:5]=[CH:4][C:3]=1[O:8][CH2:15][C:16]1[CH:21]=[CH:20][CH:19]=[CH:18][CH:17]=1. The catalyst class is: 8. (4) Reactant: [N:1]1[CH:6]=[CH:5][C:4](B(O)O)=[CH:3][CH:2]=1.Br[C:11]1[CH:12]=[C:13]2[C:17](=[CH:18][C:19]=1[Cl:20])[N:16]([CH2:21][O:22][CH2:23][CH2:24][Si:25]([CH3:28])([CH3:27])[CH3:26])[N:15]=[C:14]2[NH:29][C:30](=[O:34])[CH2:31][CH2:32][CH3:33].C(=O)([O-])[O-].[Na+].[Na+]. Product: [Cl:20][C:19]1[CH:18]=[C:17]2[C:13]([C:14]([NH:29][C:30](=[O:34])[CH2:31][CH2:32][CH3:33])=[N:15][N:16]2[CH2:21][O:22][CH2:23][CH2:24][Si:25]([CH3:28])([CH3:26])[CH3:27])=[CH:12][C:11]=1[C:4]1[CH:5]=[CH:6][N:1]=[CH:2][CH:3]=1. The catalyst class is: 708. (5) Reactant: [NH2:1][CH2:2][CH2:3][CH2:4][O:5][C:6]1[CH:7]=[CH:8][C:9]2[C:10]3[N:19]([CH2:20][CH:21]([CH3:23])[CH3:22])[C:18]([CH2:24][CH2:25][CH3:26])=[N:17][C:11]=3[C:12]([NH2:16])=[N:13][C:14]=2[CH:15]=1.[C:27](Cl)(=[O:31])[CH:28]([CH3:30])[CH3:29].C(=O)([O-])[O-].[Na+].[Na+]. Product: [NH2:16][C:12]1[C:11]2[N:17]=[C:18]([CH2:24][CH2:25][CH3:26])[N:19]([CH2:20][CH:21]([CH3:22])[CH3:23])[C:10]=2[C:9]2[CH:8]=[CH:7][C:6]([O:5][CH2:4][CH2:3][CH2:2][NH:1][C:27](=[O:31])[CH:28]([CH3:30])[CH3:29])=[CH:15][C:14]=2[N:13]=1. The catalyst class is: 22. (6) Reactant: [F:1][C:2]([F:21])([F:20])[C:3]1[CH:8]=[CH:7][CH:6]=[C:5]([F:9])[C:4]=1[C:10]1[CH:15]=[CH:14][N:13]=[C:12]([C:16](=[N:18][OH:19])[NH2:17])[CH:11]=1.[C:22](N1C=CN=C1)(N1C=CN=C1)=[O:23].N12CCCN=C1CCCCC2.Cl. Product: [F:21][C:2]([F:20])([F:1])[C:3]1[CH:8]=[CH:7][CH:6]=[C:5]([F:9])[C:4]=1[C:10]1[CH:15]=[CH:14][N:13]=[C:12]([C:16]2[NH:18][O:19][C:22](=[O:23])[N:17]=2)[CH:11]=1. The catalyst class is: 132.